Dataset: Catalyst prediction with 721,799 reactions and 888 catalyst types from USPTO. Task: Predict which catalyst facilitates the given reaction. The catalyst class is: 9. Reactant: [Cl:1][C:2]1[CH:19]=[CH:18][C:17]([C:20]2[CH:24]=[C:23]([CH3:25])[NH:22][N:21]=2)=[CH:16][C:3]=1[C:4]([NH:6][CH2:7][C:8]1([OH:15])[CH2:14][CH2:13][CH2:12][CH2:11][CH2:10][CH2:9]1)=[O:5].[CH3:26][O:27][CH2:28][CH:29]1[CH2:31][O:30]1. Product: [Cl:1][C:2]1[CH:19]=[CH:18][C:17]([C:20]2[CH:24]=[C:23]([CH3:25])[N:22]([CH2:31][CH:29]([OH:30])[CH2:28][O:27][CH3:26])[N:21]=2)=[CH:16][C:3]=1[C:4]([NH:6][CH2:7][C:8]1([OH:15])[CH2:14][CH2:13][CH2:12][CH2:11][CH2:10][CH2:9]1)=[O:5].